Regression. Given a peptide amino acid sequence and an MHC pseudo amino acid sequence, predict their binding affinity value. This is MHC class I binding data. From a dataset of Peptide-MHC class I binding affinity with 185,985 pairs from IEDB/IMGT. (1) The peptide sequence is GTTSLFLHL. The MHC is HLA-A02:03 with pseudo-sequence HLA-A02:03. The binding affinity (normalized) is 0.388. (2) The binding affinity (normalized) is 0. The MHC is HLA-B53:01 with pseudo-sequence HLA-B53:01. The peptide sequence is ATSIYTIER. (3) The peptide sequence is STFATVLEY. The MHC is SLA-10401 with pseudo-sequence SLA-10401. The binding affinity (normalized) is 0.680. (4) The peptide sequence is LYQTFGRKLHL. The MHC is Patr-A0901 with pseudo-sequence Patr-A0901. The binding affinity (normalized) is 0.616. (5) The peptide sequence is RPPLNRNYV. The MHC is HLA-B54:01 with pseudo-sequence HLA-B54:01. The binding affinity (normalized) is 0.400. (6) The peptide sequence is ALVEICTEM. The MHC is HLA-A29:02 with pseudo-sequence HLA-A29:02. The binding affinity (normalized) is 0.194. (7) The MHC is HLA-B18:01 with pseudo-sequence HLA-B18:01. The binding affinity (normalized) is 0.0847. The peptide sequence is YPITADKRI.